This data is from Full USPTO retrosynthesis dataset with 1.9M reactions from patents (1976-2016). The task is: Predict the reactants needed to synthesize the given product. (1) The reactants are: C[O:2][C:3]([C:5]1[C:6]([C:24]2[CH:29]=[CH:28][C:27]([C:30](O)=[O:31])=[CH:26][CH:25]=2)=[CH:7][CH:8]=[C:9]([C:11]2[S:12][CH:13]=[C:14]([C:16]3[CH:21]=[CH:20][C:19]([Cl:22])=[C:18]([Cl:23])[CH:17]=3)[N:15]=2)[CH:10]=1)=[O:4].[F:33][C:34]([F:44])([F:43])[C:35]1[CH:36]=[C:37]([CH:40]=[CH:41][CH:42]=1)[CH2:38][NH2:39]. Given the product [Cl:23][C:18]1[CH:17]=[C:16]([C:14]2[N:15]=[C:11]([C:9]3[CH:10]=[C:5]([C:3]([OH:2])=[O:4])[C:6]([C:24]4[CH:29]=[CH:28][C:27]([C:30](=[O:31])[NH:39][CH2:38][C:37]5[CH:40]=[CH:41][CH:42]=[C:35]([C:34]([F:33])([F:43])[F:44])[CH:36]=5)=[CH:26][CH:25]=4)=[CH:7][CH:8]=3)[S:12][CH:13]=2)[CH:21]=[CH:20][C:19]=1[Cl:22], predict the reactants needed to synthesize it. (2) Given the product [Cl:23][C:24]1[N:25]=[N:26][C:27]([C:9]2[CH:10]=[CH:11][C:12]3[N:13]([CH:15]=[C:16]([NH:18][C:19](=[O:21])[CH3:20])[N:17]=3)[N:14]=2)=[CH:28][C:29]=1[NH:30][S:31]([C:34]1[CH:39]=[CH:38][C:37]([F:40])=[CH:36][CH:35]=1)(=[O:32])=[O:33], predict the reactants needed to synthesize it. The reactants are: CC1(C)C(C)(C)OB([C:9]2[CH:10]=[CH:11][C:12]3[N:13]([CH:15]=[C:16]([NH:18][C:19](=[O:21])[CH3:20])[N:17]=3)[N:14]=2)O1.[Cl:23][C:24]1[N:25]=[N:26][C:27](Cl)=[CH:28][C:29]=1[NH:30][S:31]([C:34]1[CH:39]=[CH:38][C:37]([F:40])=[CH:36][CH:35]=1)(=[O:33])=[O:32].C(=O)([O-])[O-].[Cs+].[Cs+].O1CCOCC1. (3) The reactants are: [Cl:1][C:2]1[N:7]=[C:6](Cl)[C:5]([F:9])=[CH:4][N:3]=1.C(N(CC)CC)C.[C:17]([C:19]1[CH:20]=[C:21]([NH:25][C:26](=[O:31])[C:27]([F:30])([F:29])[F:28])[CH:22]=[CH:23][CH:24]=1)#[CH:18]. Given the product [Cl:1][C:2]1[N:7]=[C:6]([C:18]#[C:17][C:19]2[CH:20]=[C:21]([NH:25][C:26](=[O:31])[C:27]([F:28])([F:29])[F:30])[CH:22]=[CH:23][CH:24]=2)[C:5]([F:9])=[CH:4][N:3]=1, predict the reactants needed to synthesize it. (4) Given the product [C:1]1([NH:7][C:8]([N:17]2[CH2:22][CH2:21][CH:20]([N:23]3[N:32]=[C:31]([C:33]4[CH:38]=[CH:37][C:36]([O:39][CH2:40][CH3:41])=[C:35]([O:42][CH2:43][CH3:44])[CH:34]=4)[C@@H:30]4[C@@H:25]([CH2:26][CH:27]=[CH:28][CH2:29]4)[C:24]3=[O:45])[CH2:19][CH2:18]2)=[O:9])[CH:6]=[CH:5][CH:4]=[CH:3][CH:2]=1, predict the reactants needed to synthesize it. The reactants are: [C:1]1([N:7]=[C:8]=[O:9])[CH:6]=[CH:5][CH:4]=[CH:3][CH:2]=1.C(NC([N:17]1[CH2:22][CH2:21][CH:20]([N:23]2[N:32]=[C:31]([C:33]3[CH:38]=[CH:37][C:36]([O:39][CH2:40][CH3:41])=[C:35]([O:42][CH2:43][CH3:44])[CH:34]=3)[C@@H:30]3[C@@H:25]([CH2:26][CH:27]=[CH:28][CH2:29]3)[C:24]2=[O:45])[CH2:19][CH2:18]1)=O)(C)(C)C.